Dataset: Reaction yield outcomes from USPTO patents with 853,638 reactions. Task: Predict the reaction yield, written as a fraction of the theoretical maximum amount of product (1.0 means a 100% yield; for example, 0.34 means a 34% yield). The product is [F:15][C:16]1[CH:17]=[C:18]([CH:21]=[CH:22][CH:23]=1)[CH2:19][O:1][C:2]1[N:6]([C:7]2[CH:12]=[C:11]([C:13]#[N:14])[CH:10]=[CH:9][N:8]=2)[N:5]=[CH:4][CH:3]=1. No catalyst specified. The reactants are [OH:1][C:2]1[N:6]([C:7]2[CH:12]=[C:11]([C:13]#[N:14])[CH:10]=[CH:9][N:8]=2)[N:5]=[CH:4][CH:3]=1.[F:15][C:16]1[CH:17]=[C:18]([CH:21]=[CH:22][CH:23]=1)[CH2:19]O. The yield is 0.270.